The task is: Regression. Given two drug SMILES strings and cell line genomic features, predict the synergy score measuring deviation from expected non-interaction effect.. This data is from NCI-60 drug combinations with 297,098 pairs across 59 cell lines. (1) Drug 2: C#CCC(CC1=CN=C2C(=N1)C(=NC(=N2)N)N)C3=CC=C(C=C3)C(=O)NC(CCC(=O)O)C(=O)O. Synergy scores: CSS=55.6, Synergy_ZIP=2.67, Synergy_Bliss=-1.13, Synergy_Loewe=-16.9, Synergy_HSA=-1.77. Cell line: NCI-H226. Drug 1: CCC1=C2CN3C(=CC4=C(C3=O)COC(=O)C4(CC)O)C2=NC5=C1C=C(C=C5)O. (2) Drug 1: CC(C)NC(=O)C1=CC=C(C=C1)CNNC.Cl. Drug 2: CC1C(C(CC(O1)OC2CC(CC3=C2C(=C4C(=C3O)C(=O)C5=C(C4=O)C(=CC=C5)OC)O)(C(=O)CO)O)N)O.Cl. Cell line: MDA-MB-435. Synergy scores: CSS=42.5, Synergy_ZIP=-2.81, Synergy_Bliss=-3.80, Synergy_Loewe=-4.56, Synergy_HSA=-1.98. (3) Drug 1: C1CC(=O)NC(=O)C1N2C(=O)C3=CC=CC=C3C2=O. Drug 2: CC1C(C(CC(O1)OC2CC(CC3=C2C(=C4C(=C3O)C(=O)C5=C(C4=O)C(=CC=C5)OC)O)(C(=O)CO)O)N)O.Cl. Cell line: CAKI-1. Synergy scores: CSS=27.3, Synergy_ZIP=-1.06, Synergy_Bliss=-2.32, Synergy_Loewe=-28.0, Synergy_HSA=-2.20. (4) Drug 1: C1=CC(=CC=C1CCC2=CNC3=C2C(=O)NC(=N3)N)C(=O)NC(CCC(=O)O)C(=O)O. Drug 2: CN(CCCl)CCCl.Cl. Cell line: PC-3. Synergy scores: CSS=44.6, Synergy_ZIP=-3.21, Synergy_Bliss=-4.60, Synergy_Loewe=-8.56, Synergy_HSA=-2.50. (5) Drug 1: C1C(C(OC1N2C=NC3=C(N=C(N=C32)Cl)N)CO)O. Drug 2: CC1=C(C(=O)C2=C(C1=O)N3CC4C(C3(C2COC(=O)N)OC)N4)N. Cell line: RXF 393. Synergy scores: CSS=5.19, Synergy_ZIP=-0.611, Synergy_Bliss=0.668, Synergy_Loewe=-1.74, Synergy_HSA=-0.0788. (6) Drug 1: CC1C(C(=O)NC(C(=O)N2CCCC2C(=O)N(CC(=O)N(C(C(=O)O1)C(C)C)C)C)C(C)C)NC(=O)C3=C4C(=C(C=C3)C)OC5=C(C(=O)C(=C(C5=N4)C(=O)NC6C(OC(=O)C(N(C(=O)CN(C(=O)C7CCCN7C(=O)C(NC6=O)C(C)C)C)C)C(C)C)C)N)C. Drug 2: C1CNP(=O)(OC1)N(CCCl)CCCl. Cell line: SK-MEL-5. Synergy scores: CSS=14.7, Synergy_ZIP=-3.79, Synergy_Bliss=-7.46, Synergy_Loewe=-18.3, Synergy_HSA=-9.53. (7) Drug 1: CNC(=O)C1=CC=CC=C1SC2=CC3=C(C=C2)C(=NN3)C=CC4=CC=CC=N4. Drug 2: C1CN(P(=O)(OC1)NCCCl)CCCl. Cell line: NCI-H322M. Synergy scores: CSS=-4.67, Synergy_ZIP=0.506, Synergy_Bliss=-2.94, Synergy_Loewe=-5.32, Synergy_HSA=-4.58.